Dataset: Forward reaction prediction with 1.9M reactions from USPTO patents (1976-2016). Task: Predict the product of the given reaction. (1) Given the reactants [Si:1]([O:8][CH2:9][CH2:10][C@H:11]([OH:16])[C:12]([O:14][CH3:15])=[O:13])([C:4]([CH3:7])([CH3:6])[CH3:5])([CH3:3])[CH3:2].C(N(CC)CC)C.[CH3:24][S:25](Cl)(=[O:27])=[O:26], predict the reaction product. The product is: [CH3:15][O:14][C:12](=[O:13])[C@@H:11]([O:16][S:25]([CH3:24])(=[O:27])=[O:26])[CH2:10][CH2:9][O:8][Si:1]([C:4]([CH3:5])([CH3:7])[CH3:6])([CH3:3])[CH3:2]. (2) Given the reactants Br[C:2]1[N:3]=[C:4]([C:7]2[S:8][C:9]3[C:15]([C:16]4[CH:21]=[CH:20][C:19]([Cl:22])=[CH:18][CH:17]=4)=[C:14]([C@H:23]([O:28][C:29]([CH3:32])([CH3:31])[CH3:30])[C:24]([O:26][CH3:27])=[O:25])[C:13]([CH3:33])=[CH:12][C:10]=3[N:11]=2)[S:5][CH:6]=1.[CH:34]([N:37]1[CH2:42][CH2:41][NH:40][CH2:39][CH2:38]1)([CH3:36])[CH3:35], predict the reaction product. The product is: [C:29]([O:28][C@@H:23]([C:14]1[C:13]([CH3:33])=[CH:12][C:10]2[N:11]=[C:7]([C:4]3[S:5][CH:6]=[C:2]([N:40]4[CH2:41][CH2:42][N:37]([CH:34]([CH3:36])[CH3:35])[CH2:38][CH2:39]4)[N:3]=3)[S:8][C:9]=2[C:15]=1[C:16]1[CH:21]=[CH:20][C:19]([Cl:22])=[CH:18][CH:17]=1)[C:24]([O:26][CH3:27])=[O:25])([CH3:32])([CH3:31])[CH3:30]. (3) Given the reactants [CH2:1]([O:8][C:9]([NH:11][CH2:12][CH2:13][C:14](=[O:20])[CH2:15][C:16](OC)=[O:17])=[O:10])[C:2]1[CH:7]=[CH:6][CH:5]=[CH:4][CH:3]=1.[BH4-].[Li+], predict the reaction product. The product is: [OH:20][CH:14]([CH2:15][CH2:16][OH:17])[CH2:13][CH2:12][NH:11][C:9](=[O:10])[O:8][CH2:1][C:2]1[CH:7]=[CH:6][CH:5]=[CH:4][CH:3]=1. (4) Given the reactants [CH3:6][CH:7]([CH2:9][AlH][CH2:6][CH:7]([CH3:9])[CH3:8])[CH3:8].[C:10](O)(=O)[C@@H:11]([C@H:13]([C:15](O)=O)O)O.C(O)(=O)C(C(C(O)=O)O)O.[CH2:30]([O:32][CH2:33][CH3:34])C.[Cl-:35].[Na+].[OH2:37], predict the reaction product. The product is: [Cl:35][C:15]1[CH:13]=[CH:11][C:10]([C:7]([CH3:8])([CH3:9])[CH:6]=[O:37])=[CH:34][C:33]=1[O:32][CH3:30]. (5) Given the reactants Cl.C(N=C=N[CH2:7][CH2:8][CH2:9]N(C)C)C.[N:13]1(O)[C:17]2[CH:18]=CC=C[C:16]=2N=N1.O1CC[CH2:25][CH2:24]1, predict the reaction product. The product is: [CH:8]([N:13]([CH:17]([CH3:16])[CH3:18])[CH2:24][CH3:25])([CH3:9])[CH3:7].